This data is from Full USPTO retrosynthesis dataset with 1.9M reactions from patents (1976-2016). The task is: Predict the reactants needed to synthesize the given product. Given the product [C:29]([O:28][C:27]([NH:26][C@H:13]1[C@H:14]([O:18][Si:19]([C:22]([CH3:23])([CH3:25])[CH3:24])([CH3:20])[CH3:21])[C@@H:15]([CH3:17])[CH2:16][N:11]([C:3]2[C:2]([NH:1][C:55]([C:43]3[N:44]=[C:45]([C:47]4[C:48]([F:54])=[CH:49][CH:50]=[CH:51][C:52]=4[F:53])[S:46][C:42]=3[NH:41][C:39](=[O:40])[O:38][C:34]([CH3:37])([CH3:36])[CH3:35])=[O:56])=[CH:7][N:6]=[C:5]3[O:8][CH2:9][CH2:10][C:4]=23)[CH2:12]1)=[O:33])([CH3:32])([CH3:31])[CH3:30], predict the reactants needed to synthesize it. The reactants are: [NH2:1][C:2]1[C:3]([N:11]2[CH2:16][C@H:15]([CH3:17])[C@@H:14]([O:18][Si:19]([C:22]([CH3:25])([CH3:24])[CH3:23])([CH3:21])[CH3:20])[C@H:13]([NH:26][C:27](=[O:33])[O:28][C:29]([CH3:32])([CH3:31])[CH3:30])[CH2:12]2)=[C:4]2[CH2:10][CH2:9][O:8][C:5]2=[N:6][CH:7]=1.[C:34]([O:38][C:39]([NH:41][C:42]1[S:46][C:45]([C:47]2[C:52]([F:53])=[CH:51][CH:50]=[CH:49][C:48]=2[F:54])=[N:44][C:43]=1[C:55](O)=[O:56])=[O:40])([CH3:37])([CH3:36])[CH3:35].CN(C(ON1N=NC2C=CC=NC1=2)=[N+](C)C)C.F[P-](F)(F)(F)(F)F.CCN(C(C)C)C(C)C.